From a dataset of Forward reaction prediction with 1.9M reactions from USPTO patents (1976-2016). Predict the product of the given reaction. Given the reactants [NH:1]1[C:9]2[C:4](=[CH:5][CH:6]=[CH:7][CH:8]=2)[C:3]([CH:10]=O)=[CH:2]1.[CH2:12]([C:20]1[CH:26]=[CH:25][C:23]([NH2:24])=[CH:22][CH:21]=1)[CH2:13][CH2:14][CH2:15][CH2:16][CH2:17][CH2:18][CH3:19], predict the reaction product. The product is: [NH:1]1[C:9]2[C:4](=[CH:5][CH:6]=[CH:7][CH:8]=2)[C:3]([CH2:10][NH:24][C:23]2[CH:25]=[CH:26][C:20]([CH2:12][CH2:13][CH2:14][CH2:15][CH2:16][CH2:17][CH2:18][CH3:19])=[CH:21][CH:22]=2)=[CH:2]1.